Predict the reaction yield, written as a fraction of the theoretical maximum amount of product (1.0 means a 100% yield; for example, 0.34 means a 34% yield). From a dataset of Reaction yield outcomes from USPTO patents with 853,638 reactions. (1) The reactants are [CH2:1]([O:8][N:9]([CH2:16][C:17]1[C:22]([O:23][CH3:24])=[CH:21][C:20]([O:25][CH3:26])=[CH:19][C:18]=1[O:27][CH3:28])[C:10](=[O:15])[CH2:11][C:12](O)=O)[C:2]1[CH:7]=[CH:6][CH:5]=[CH:4][CH:3]=1.[CH3:29][C:30]1([CH3:38])[O:37][C:35](=[O:36])[CH2:34][C:32](=[O:33])[O:31]1.C1CCC(N=C=NC2CCCCC2)CC1.[BH4-].[Na+]. The catalyst is CN(C1C=CN=CC=1)C.ClCCl. The product is [CH2:1]([O:8][N:9]([CH2:16][C:17]1[C:22]([O:23][CH3:24])=[CH:21][C:20]([O:25][CH3:26])=[CH:19][C:18]=1[O:27][CH3:28])[C:10](=[O:15])[CH2:11][CH2:12][CH:34]1[C:35](=[O:36])[O:37][C:30]([CH3:38])([CH3:29])[O:31][C:32]1=[O:33])[C:2]1[CH:7]=[CH:6][CH:5]=[CH:4][CH:3]=1. The yield is 0.670. (2) The reactants are C([O:3][C@@H:4]1[CH2:21][CH2:20][C@@:19]2([CH3:22])[CH:6]([C:7](=[O:24])[CH2:8][C@@H:9]3[C@@H:18]2[CH2:17][CH2:16][C@@:14]2([CH3:15])[C@H:10]3[CH2:11][CH2:12][C:13]2=[O:23])[CH2:5]1)=O.C([O-])([O-])=O.[K+].[K+].Cl. The catalyst is CO. The product is [OH:3][C@@H:4]1[CH2:21][CH2:20][C@@:19]2([CH3:22])[CH:6]([C:7](=[O:24])[CH2:8][C@@H:9]3[C@@H:18]2[CH2:17][CH2:16][C@@:14]2([CH3:15])[C@H:10]3[CH2:11][CH2:12][C:13]2=[O:23])[CH2:5]1. The yield is 1.00. (3) The reactants are [Cl:1][C:2]1[CH:3]=[C:4]([N:9]=[C:10]=[O:11])[CH:5]=[CH:6][C:7]=1[Cl:8].Cl.[NH2:13][CH2:14][C:15]1[CH:16]=[C:17]2[C:21](=[CH:22][CH:23]=1)[C:20](=[O:24])[N:19]([CH:25]1[CH2:30][CH2:29][C:28](=[O:31])[NH:27][C:26]1=[O:32])[CH2:18]2.C(N(CC)CC)C.O. The catalyst is CN(C=O)C. The product is [Cl:1][C:2]1[CH:3]=[C:4]([NH:9][C:10]([NH:13][CH2:14][C:15]2[CH:16]=[C:17]3[C:21](=[CH:22][CH:23]=2)[C:20](=[O:24])[N:19]([CH:25]2[CH2:30][CH2:29][C:28](=[O:31])[NH:27][C:26]2=[O:32])[CH2:18]3)=[O:11])[CH:5]=[CH:6][C:7]=1[Cl:8]. The yield is 0.600. (4) The reactants are [Cl-].O[NH3+:3].[C:4](=[O:7])([O-])[OH:5].[Na+].CS(C)=O.[CH3:13][C:14]1([O:52][Si](CC)(CC)CC)[CH2:16][CH:15]1[O:17][C@H:18]1[CH2:23][CH2:22][C@H:21]([N:24]2[C:29](=[O:30])[C:28]([CH2:31][C:32]3[CH:37]=[CH:36][C:35]([C:38]4[C:39]([C:44]#[N:45])=[CH:40][CH:41]=[CH:42][CH:43]=4)=[CH:34][CH:33]=3)=[C:27]([CH2:46][CH2:47][CH3:48])[N:26]3[N:49]=[CH:50][CH:51]=[C:25]23)[CH2:20][CH2:19]1. The catalyst is C(OCC)(=O)C. The product is [OH:52][C@@:14]1([CH3:13])[CH2:16][C@H:15]1[O:17][C@H:18]1[CH2:23][CH2:22][C@H:21]([N:24]2[C:29](=[O:30])[C:28]([CH2:31][C:32]3[CH:37]=[CH:36][C:35]([C:38]4[CH:43]=[CH:42][CH:41]=[CH:40][C:39]=4[C:44]4[NH:45][C:4](=[O:7])[O:5][N:3]=4)=[CH:34][CH:33]=3)=[C:27]([CH2:46][CH2:47][CH3:48])[N:26]3[N:49]=[CH:50][CH:51]=[C:25]23)[CH2:20][CH2:19]1. The yield is 0.280. (5) The reactants are [Cl:1][C:2]1[CH:3]=[C:4]([CH:9]=[C:10]([C:12]2[CH:17]=[CH:16][C:15]([CH2:18]O)=[CH:14][CH:13]=2)[N:11]=1)[C:5]([O:7][CH3:8])=[O:6].C1(P(C2C=CC=CC=2)C2C=CC=CC=2)C=CC=CC=1.C(Br)(Br)(Br)[Br:40]. The yield is 0.640. The catalyst is C(Cl)Cl. The product is [Br:40][CH2:18][C:15]1[CH:16]=[CH:17][C:12]([C:10]2[CH:9]=[C:4]([CH:3]=[C:2]([Cl:1])[N:11]=2)[C:5]([O:7][CH3:8])=[O:6])=[CH:13][CH:14]=1. (6) The reactants are [F:1][C:2]([F:28])([F:27])[CH:3]([C:18]1[CH:23]=[C:22]([Cl:24])[C:21]([Cl:25])=[C:20]([Cl:26])[CH:19]=1)/[CH:4]=[CH:5]/[C:6]1[CH:11]=[CH:10][C:9]([CH2:12][NH2:13])=[C:8]([C:14]([F:17])([F:16])[F:15])[CH:7]=1.[N:29]1[CH:34]=[CH:33][CH:32]=[CH:31][C:30]=1[CH:35]=O.[BH4-].[Na+]. No catalyst specified. The product is [N:29]1[CH:34]=[CH:33][CH:32]=[CH:31][C:30]=1[CH2:35][NH:13][CH2:12][C:9]1[CH:10]=[CH:11][C:6](/[CH:5]=[CH:4]/[CH:3]([C:18]2[CH:19]=[C:20]([Cl:26])[C:21]([Cl:25])=[C:22]([Cl:24])[CH:23]=2)[C:2]([F:1])([F:27])[F:28])=[CH:7][C:8]=1[C:14]([F:16])([F:17])[F:15]. The yield is 0.400. (7) The reactants are [OH:1][C:2]1[C:3]([CH3:36])=[C:4]([CH:29]=[CH:30][C:31]=1[C:32](=[O:35])[CH2:33][CH3:34])[O:5][CH2:6][C:7]1[CH:12]=[CH:11][C:10]([CH:13]([O:22][CH:23]2[CH2:28][CH2:27][CH2:26][CH2:25][O:24]2)[C:14]2[CH:15]=[C:16]([CH:19]=[CH:20][CH:21]=2)[C:17]#N)=[CH:9][CH:8]=1.[OH-:37].[K+].[OH2:39]. The catalyst is C(O)C. The product is [OH:1][C:2]1[C:3]([CH3:36])=[C:4]([CH:29]=[CH:30][C:31]=1[C:32](=[O:35])[CH2:33][CH3:34])[O:5][CH2:6][C:7]1[CH:12]=[CH:11][C:10]([CH:13]([O:22][CH:23]2[CH2:28][CH2:27][CH2:26][CH2:25][O:24]2)[C:14]2[CH:15]=[C:16]([CH:19]=[CH:20][CH:21]=2)[C:17]([OH:39])=[O:37])=[CH:9][CH:8]=1. The yield is 0.400. (8) The reactants are [CH:1]1([Mg]Br)[CH2:3][CH2:2]1.CN([CH:9]=[C:10]1[C:15](=[O:16])[O:14][C:13]([CH3:18])([CH3:17])[O:12][C:11]1=[O:19])C. The catalyst is O1CCCC1. The product is [CH:1]1([CH:9]=[C:10]2[C:11](=[O:19])[O:12][C:13]([CH3:17])([CH3:18])[O:14][C:15]2=[O:16])[CH2:3][CH2:2]1. The yield is 0.510. (9) The product is [Cl:1][C:2]1[CH:7]=[CH:6][CH:5]=[C:4]([Cl:8])[C:3]=1[C:9]1[CH:14]=[C:13]([F:15])[CH:12]=[C:11]([OH:28])[C:10]=1[O:18][CH3:19]. The reactants are [Cl:1][C:2]1[CH:7]=[CH:6][CH:5]=[C:4]([Cl:8])[C:3]=1[C:9]1[CH:14]=[C:13]([F:15])[CH:12]=[C:11](C=O)[C:10]=1[O:18][CH3:19].C1C=C(Cl)C=C(C(OO)=[O:28])C=1.[OH-].[Na+].Cl. The catalyst is C(Cl)Cl.CO. The yield is 0.790.